From a dataset of NCI-60 drug combinations with 297,098 pairs across 59 cell lines. Regression. Given two drug SMILES strings and cell line genomic features, predict the synergy score measuring deviation from expected non-interaction effect. (1) Drug 1: CCN(CC)CCNC(=O)C1=C(NC(=C1C)C=C2C3=C(C=CC(=C3)F)NC2=O)C. Drug 2: C(CCl)NC(=O)N(CCCl)N=O. Cell line: MALME-3M. Synergy scores: CSS=4.85, Synergy_ZIP=-2.35, Synergy_Bliss=-5.05, Synergy_Loewe=-5.90, Synergy_HSA=-5.81. (2) Drug 1: CN(C)N=NC1=C(NC=N1)C(=O)N. Drug 2: C1=CC(=CC=C1C#N)C(C2=CC=C(C=C2)C#N)N3C=NC=N3. Cell line: HCT-15. Synergy scores: CSS=0.321, Synergy_ZIP=-0.356, Synergy_Bliss=-1.21, Synergy_Loewe=-2.94, Synergy_HSA=-3.52. (3) Drug 1: CC12CCC(CC1=CCC3C2CCC4(C3CC=C4C5=CN=CC=C5)C)O. Drug 2: C1CC(=O)NC(=O)C1N2C(=O)C3=CC=CC=C3C2=O. Cell line: U251. Synergy scores: CSS=5.44, Synergy_ZIP=0.263, Synergy_Bliss=5.27, Synergy_Loewe=-2.14, Synergy_HSA=0.220. (4) Drug 1: CNC(=O)C1=CC=CC=C1SC2=CC3=C(C=C2)C(=NN3)C=CC4=CC=CC=N4. Drug 2: CCCCCOC(=O)NC1=NC(=O)N(C=C1F)C2C(C(C(O2)C)O)O. Cell line: MDA-MB-231. Synergy scores: CSS=3.16, Synergy_ZIP=1.42, Synergy_Bliss=0.115, Synergy_Loewe=-2.35, Synergy_HSA=-3.12. (5) Drug 1: C1=CC(=CC=C1C#N)C(C2=CC=C(C=C2)C#N)N3C=NC=N3. Drug 2: C1C(C(OC1N2C=C(C(=O)NC2=O)F)CO)O. Cell line: MALME-3M. Synergy scores: CSS=-6.34, Synergy_ZIP=-1.73, Synergy_Bliss=-0.684, Synergy_Loewe=-19.9, Synergy_HSA=-15.8.